This data is from NCI-60 drug combinations with 297,098 pairs across 59 cell lines. The task is: Regression. Given two drug SMILES strings and cell line genomic features, predict the synergy score measuring deviation from expected non-interaction effect. (1) Cell line: CAKI-1. Synergy scores: CSS=64.6, Synergy_ZIP=-0.238, Synergy_Bliss=-1.47, Synergy_Loewe=4.91, Synergy_HSA=6.89. Drug 2: COC1=C(C=C2C(=C1)N=CN=C2NC3=CC(=C(C=C3)F)Cl)OCCCN4CCOCC4. Drug 1: CC1=C2C(C(=O)C3(C(CC4C(C3C(C(C2(C)C)(CC1OC(=O)C(C(C5=CC=CC=C5)NC(=O)OC(C)(C)C)O)O)OC(=O)C6=CC=CC=C6)(CO4)OC(=O)C)OC)C)OC. (2) Drug 1: CC1C(C(CC(O1)OC2CC(CC3=C2C(=C4C(=C3O)C(=O)C5=C(C4=O)C(=CC=C5)OC)O)(C(=O)C)O)N)O.Cl. Drug 2: C1CNP(=O)(OC1)N(CCCl)CCCl. Cell line: HL-60(TB). Synergy scores: CSS=40.5, Synergy_ZIP=1.78, Synergy_Bliss=-0.191, Synergy_Loewe=-57.2, Synergy_HSA=0.481. (3) Drug 1: C1=CC(=C2C(=C1NCCNCCO)C(=O)C3=C(C=CC(=C3C2=O)O)O)NCCNCCO. Drug 2: CS(=O)(=O)CCNCC1=CC=C(O1)C2=CC3=C(C=C2)N=CN=C3NC4=CC(=C(C=C4)OCC5=CC(=CC=C5)F)Cl. Cell line: EKVX. Synergy scores: CSS=38.9, Synergy_ZIP=6.50, Synergy_Bliss=10.7, Synergy_Loewe=3.71, Synergy_HSA=12.8. (4) Drug 1: CCC1=C2CN3C(=CC4=C(C3=O)COC(=O)C4(CC)O)C2=NC5=C1C=C(C=C5)O. Drug 2: CC1C(C(CC(O1)OC2CC(CC3=C2C(=C4C(=C3O)C(=O)C5=CC=CC=C5C4=O)O)(C(=O)C)O)N)O. Cell line: ACHN. Synergy scores: CSS=50.1, Synergy_ZIP=-6.37, Synergy_Bliss=-9.25, Synergy_Loewe=-6.74, Synergy_HSA=-4.11. (5) Drug 1: CCC(=C(C1=CC=CC=C1)C2=CC=C(C=C2)OCCN(C)C)C3=CC=CC=C3.C(C(=O)O)C(CC(=O)O)(C(=O)O)O. Drug 2: CC1C(C(CC(O1)OC2CC(OC(C2O)C)OC3=CC4=CC5=C(C(=O)C(C(C5)C(C(=O)C(C(C)O)O)OC)OC6CC(C(C(O6)C)O)OC7CC(C(C(O7)C)O)OC8CC(C(C(O8)C)O)(C)O)C(=C4C(=C3C)O)O)O)O. Cell line: NCI-H460. Synergy scores: CSS=48.4, Synergy_ZIP=8.61, Synergy_Bliss=9.77, Synergy_Loewe=9.83, Synergy_HSA=10.1.